This data is from Forward reaction prediction with 1.9M reactions from USPTO patents (1976-2016). The task is: Predict the product of the given reaction. (1) Given the reactants [N:1]12[CH2:8][CH2:7][CH:4]([CH2:5][CH2:6]1)[C:3](=O)[CH2:2]2.[NH2:10][C:11]1[CH:16]=[CH:15][CH:14]=[CH:13][CH:12]=1.[BH4-].[Na+], predict the reaction product. The product is: [C:11]1([NH:10][CH:3]2[CH:4]3[CH2:7][CH2:8][N:1]([CH2:6][CH2:5]3)[CH2:2]2)[CH:16]=[CH:15][CH:14]=[CH:13][CH:12]=1. (2) Given the reactants [Br:1][C:2]1[CH:3]=[C:4]([CH:7]=[C:8]([C:10]([F:13])([F:12])[F:11])[CH:9]=1)[CH:5]=O.[CH3:14][NH:15][CH3:16].O1CCCC1.C(O[BH-](OC(=O)C)OC(=O)C)(=O)C.[Na+], predict the reaction product. The product is: [Br:1][C:2]1[CH:3]=[C:4]([CH2:5][N:15]([CH3:16])[CH3:14])[CH:7]=[C:8]([C:10]([F:13])([F:12])[F:11])[CH:9]=1.